This data is from Forward reaction prediction with 1.9M reactions from USPTO patents (1976-2016). The task is: Predict the product of the given reaction. (1) Given the reactants [N+:1]([C:4]1[CH:9]=[CH:8][CH:7]=[CH:6][C:5]=1[S:10](Cl)(=[O:12])=[O:11])([O-:3])=[O:2].Cl.CN.[CH2:17]([N:19](CC)CC)C.CO, predict the reaction product. The product is: [CH3:17][NH:19][S:10]([C:5]1[CH:6]=[CH:7][CH:8]=[CH:9][C:4]=1[N+:1]([O-:3])=[O:2])(=[O:12])=[O:11]. (2) Given the reactants CS(C)=O.C(Cl)(=O)C(Cl)=O.[CH2:11]([N:18]1[CH2:22][C@H:21]([C:23]2[CH:28]=[CH:27][CH:26]=[CH:25][CH:24]=2)[C@@H:20]([CH2:29][OH:30])[CH2:19]1)[C:12]1[CH:17]=[CH:16][CH:15]=[CH:14][CH:13]=1.C(N(CC)CC)C, predict the reaction product. The product is: [CH2:11]([N:18]1[CH2:22][C@H:21]([C:23]2[CH:28]=[CH:27][CH:26]=[CH:25][CH:24]=2)[C@@H:20]([CH:29]=[O:30])[CH2:19]1)[C:12]1[CH:13]=[CH:14][CH:15]=[CH:16][CH:17]=1.